Dataset: Catalyst prediction with 721,799 reactions and 888 catalyst types from USPTO. Task: Predict which catalyst facilitates the given reaction. (1) Reactant: [Cl:1][C:2]1[CH:7]=[C:6]([Cl:8])[CH:5]=[CH:4][C:3]=1[N:9]1[C:13]([C:14]2[CH:19]=[CH:18][C:17]([OH:20])=[CH:16][CH:15]=2)=[C:12]([CH3:21])[C:11]([C:22]([NH:24][C:25]2[CH:30]=[CH:29][C:28]([CH3:31])=[CH:27][N:26]=2)=[O:23])=[N:10]1.C(N(CC)CC)C.[CH3:39][CH:40]([CH3:47])[CH2:41][CH2:42][S:43](Cl)(=[O:45])=[O:44]. Product: [CH3:39][CH:40]([CH3:47])[CH2:41][CH2:42][S:43]([O:20][C:17]1[CH:16]=[CH:15][C:14]([C:13]2[N:9]([C:3]3[CH:4]=[CH:5][C:6]([Cl:8])=[CH:7][C:2]=3[Cl:1])[N:10]=[C:11]([C:22]([NH:24][C:25]3[CH:30]=[CH:29][C:28]([CH3:31])=[CH:27][N:26]=3)=[O:23])[C:12]=2[CH3:21])=[CH:19][CH:18]=1)(=[O:45])=[O:44]. The catalyst class is: 2. (2) Reactant: [NH2:1][C:2]1[CH:3]=[C:4]([C:8]([C:10]2[C:18]3[CH:17]=[N:16][CH:15]=[N:14][C:13]=3[N:12]([CH:19]([CH3:21])[CH3:20])[CH:11]=2)=[O:9])[CH:5]=[N:6][CH:7]=1.[CH:22]1([N:25]2[C:29]([C:30]([F:33])([F:32])[F:31])=[C:28]([CH2:34][C:35](O)=[O:36])[CH:27]=[N:26]2)[CH2:24][CH2:23]1.CCCP(O)(O)=O. Product: [CH:22]1([N:25]2[C:29]([C:30]([F:32])([F:31])[F:33])=[C:28]([CH2:34][C:35]([NH:1][C:2]3[CH:7]=[N:6][CH:5]=[C:4]([C:8]([C:10]4[C:18]5[CH:17]=[N:16][CH:15]=[N:14][C:13]=5[N:12]([CH:19]([CH3:21])[CH3:20])[CH:11]=4)=[O:9])[CH:3]=3)=[O:36])[CH:27]=[N:26]2)[CH2:23][CH2:24]1. The catalyst class is: 1. (3) Reactant: [N+:1]([C:4]1[CH:9]=[CH:8][C:7]([N:10]2[CH2:15][CH2:14][CH:13]([C:16]([OH:18])=O)[CH2:12][CH2:11]2)=[CH:6][CH:5]=1)([O-:3])=[O:2].[NH:19]([CH3:21])[CH3:20].CN(C(ON1N=NC2C=CC=NC1=2)=[N+](C)C)C.F[P-](F)(F)(F)(F)F.CCN(C(C)C)C(C)C. Product: [CH3:20][N:19]([CH3:21])[C:16]([CH:13]1[CH2:12][CH2:11][N:10]([C:7]2[CH:6]=[CH:5][C:4]([N+:1]([O-:3])=[O:2])=[CH:9][CH:8]=2)[CH2:15][CH2:14]1)=[O:18]. The catalyst class is: 20. (4) Reactant: [NH2:1][C:2]1[C:6]([C:7]([NH2:9])=[O:8])=[C:5]([NH:10][C:11]2[CH:16]=[CH:15][CH:14]=[CH:13][CH:12]=2)[N:4]([CH2:17][C:18]2[CH:23]=[CH:22][CH:21]=[CH:20][CH:19]=2)[N:3]=1.CCN=C=NCCCN(C)C.[C:35]([O:39][C:40]([NH:42][CH2:43][C:44](O)=[O:45])=[O:41])([CH3:38])([CH3:37])[CH3:36]. Product: [CH2:17]([N:4]1[C:5]([NH:10][C:11]2[CH:16]=[CH:15][CH:14]=[CH:13][CH:12]=2)=[C:6]([C:7](=[O:8])[NH2:9])[C:2]([NH:1][C:44](=[O:45])[CH2:43][NH:42][C:40](=[O:41])[O:39][C:35]([CH3:36])([CH3:37])[CH3:38])=[N:3]1)[C:18]1[CH:23]=[CH:22][CH:21]=[CH:20][CH:19]=1. The catalyst class is: 217. (5) Product: [ClH:30].[NH2:11][CH2:12][C:13]([NH:15][C@@H:16]([C:20]([O:22][C:23]([CH3:25])([CH3:24])[CH3:26])=[O:21])[CH:17]([CH3:19])[CH3:18])=[O:14]. Reactant: C(OC([NH:11][CH2:12][C:13]([NH:15][C@@H:16]([C:20]([O:22][C:23]([CH3:26])([CH3:25])[CH3:24])=[O:21])[CH:17]([CH3:19])[CH3:18])=[O:14])=O)C1C=CC=CC=1.CC#N.[ClH:30].N1C=CC=CC=1. The catalyst class is: 50. (6) Reactant: Cl[C:2]1[CH:9]=[CH:8][C:5]([C:6]#[N:7])=[CH:4][N:3]=1.[C:10]([O:14][C:15](=[O:18])[CH2:16][NH2:17])([CH3:13])([CH3:12])[CH3:11].CCN(C(C)C)C(C)C. Product: [C:6]([C:5]1[CH:8]=[CH:9][C:2]([NH:17][CH2:16][C:15]([O:14][C:10]([CH3:13])([CH3:12])[CH3:11])=[O:18])=[N:3][CH:4]=1)#[N:7]. The catalyst class is: 12. (7) Reactant: S([O:6][CH3:7])(OC)(=O)=O.[OH:8][C:9]1[C:18]([C:19]([OH:21])=[O:20])=[CH:17][C:16]2[C:11](=[CH:12][CH:13]=[C:14](O)[CH:15]=2)[CH:10]=1.[C:23](=O)([O-])[O-].[K+].[K+]. Product: [OH:8][C:9]1[C:18]([C:19]([O:21][CH3:23])=[O:20])=[CH:17][C:16]2[C:11](=[CH:12][CH:13]=[C:14]([O:6][CH3:7])[CH:15]=2)[CH:10]=1. The catalyst class is: 21.